Task: Predict the product of the given reaction.. Dataset: Forward reaction prediction with 1.9M reactions from USPTO patents (1976-2016) (1) Given the reactants [C:1]([C:3]1[CH:4]=[C:5]([C:13]2[S:17][N:16]=[C:15]([C:18]3[C:19]([CH2:32][CH3:33])=[C:20]([CH2:24][CH2:25][CH2:26][C:27]([O:29]CC)=[O:28])[CH:21]=[CH:22][CH:23]=3)[N:14]=2)[CH:6]=[CH:7][C:8]=1[O:9][CH:10]([CH3:12])[CH3:11])#[N:2].[OH-].[Na+].Cl, predict the reaction product. The product is: [C:1]([C:3]1[CH:4]=[C:5]([C:13]2[S:17][N:16]=[C:15]([C:18]3[C:19]([CH2:32][CH3:33])=[C:20]([CH2:24][CH2:25][CH2:26][C:27]([OH:29])=[O:28])[CH:21]=[CH:22][CH:23]=3)[N:14]=2)[CH:6]=[CH:7][C:8]=1[O:9][CH:10]([CH3:12])[CH3:11])#[N:2]. (2) The product is: [Br:24][C:9]1[N:5]2[N:4]=[C:3]([O:2][CH3:1])[C:10]([NH:11][C:12](=[O:18])[O:13][C:14]([CH3:15])([CH3:17])[CH3:16])=[C:6]2[S:7][CH:8]=1. Given the reactants [CH3:1][O:2][C:3]1[C:10]([NH:11][C:12](=[O:18])[O:13][C:14]([CH3:17])([CH3:16])[CH3:15])=[C:6]2[S:7][CH:8]=[CH:9][N:5]2[N:4]=1.C([Li])CCC.[Br:24]C(F)(F)C(F)(F)Br.[Cl-].[NH4+], predict the reaction product. (3) The product is: [NH2:8][C:9]1[N:14]=[CH:13][C:12]([C:15]2[CH:16]=[N:17][CH:18]=[C:19]([C:21]([O:23][CH3:24])=[O:22])[CH:20]=2)=[C:11]([C:25]2[S:26][CH:27]=[C:28]([C:30]([F:33])([F:32])[F:31])[N:29]=2)[CH:10]=1. Given the reactants C(OC([NH:8][C:9]1[N:14]=[CH:13][C:12]([C:15]2[CH:16]=[N:17][CH:18]=[C:19]([C:21]([O:23][CH3:24])=[O:22])[CH:20]=2)=[C:11]([C:25]2[S:26][CH:27]=[C:28]([C:30]([F:33])([F:32])[F:31])[N:29]=2)[CH:10]=1)=O)(C)(C)C.Cl.C(=O)(O)[O-].[Na+], predict the reaction product. (4) Given the reactants [H-].[Na+].[CH:3]1([CH:9]([OH:11])[CH3:10])[CH2:8][CH2:7][CH2:6][CH2:5][CH2:4]1.Cl[C:13]1[CH:18]=[C:17](Cl)[N:16]=[CH:15][N:14]=1.[CH2:20]([OH:24])[C:21]#[C:22][CH3:23].[Cl-].[NH4+], predict the reaction product. The product is: [CH2:20]([O:24][C:13]1[CH:18]=[C:17]([O:11][CH:9]([CH:3]2[CH2:8][CH2:7][CH2:6][CH2:5][CH2:4]2)[CH3:10])[N:16]=[CH:15][N:14]=1)[C:21]#[C:22][CH3:23]. (5) Given the reactants C([O:8][C:9](=[O:41])[C:10]1[CH:15]=[CH:14][C:13]([N:16]([CH:38]2[CH2:40][CH2:39]2)[C:17]([C:19]2[CH:24]=[CH:23][N:22]3[N:25]=[CH:26][C:27]([C:28]4[CH:33]=[CH:32][C:31]([C:34](=[O:37])[NH:35][CH3:36])=[CH:30][CH:29]=4)=[C:21]3[CH:20]=2)=[O:18])=[N:12][CH:11]=1)C1C=CC=CC=1, predict the reaction product. The product is: [CH:38]1([N:16]([C:13]2[CH:14]=[CH:15][C:10]([C:9]([OH:41])=[O:8])=[CH:11][N:12]=2)[C:17]([C:19]2[CH:24]=[CH:23][N:22]3[N:25]=[CH:26][C:27]([C:28]4[CH:29]=[CH:30][C:31]([C:34](=[O:37])[NH:35][CH3:36])=[CH:32][CH:33]=4)=[C:21]3[CH:20]=2)=[O:18])[CH2:39][CH2:40]1. (6) Given the reactants [CH2:1]([N:8]([CH2:20][C:21]1[CH:26]=[CH:25][CH:24]=[CH:23][CH:22]=1)[CH:9]1[CH2:14][CH2:13][CH:12]([C:15]([O:17]CC)=[O:16])[CH2:11][CH2:10]1)[C:2]1[CH:7]=[CH:6][CH:5]=[CH:4][CH:3]=1.OS(O)(=O)=O.[OH-].[Na+], predict the reaction product. The product is: [CH2:20]([N:8]([CH2:1][C:2]1[CH:7]=[CH:6][CH:5]=[CH:4][CH:3]=1)[CH:9]1[CH2:14][CH2:13][CH:12]([C:15]([OH:17])=[O:16])[CH2:11][CH2:10]1)[C:21]1[CH:22]=[CH:23][CH:24]=[CH:25][CH:26]=1.